This data is from Full USPTO retrosynthesis dataset with 1.9M reactions from patents (1976-2016). The task is: Predict the reactants needed to synthesize the given product. (1) Given the product [C:1]([C:5]1[CH:10]=[CH:9][C:8](/[C:11](/[C:15]2[CH:20]=[CH:19][C:18]([I:21])=[CH:17][CH:16]=2)=[CH:12]/[CH2:13][O:14][C:32]2[CH:31]=[CH:30][C:24]([O:25][CH2:26][C:27]([O:29][CH3:59])=[O:28])=[C:23]([CH3:22])[CH:33]=2)=[CH:7][CH:6]=1)([CH3:4])([CH3:2])[CH3:3], predict the reactants needed to synthesize it. The reactants are: [C:1]([C:5]1[CH:10]=[CH:9][C:8](/[C:11](/[C:15]2[CH:20]=[CH:19][C:18]([I:21])=[CH:17][CH:16]=2)=[CH:12]/[CH2:13][OH:14])=[CH:7][CH:6]=1)([CH3:4])([CH3:3])[CH3:2].[CH3:22][C:23]1[CH:33]=[C:32](OC/C=C(/C2C=CC(C#CCN3CCOCC3)=CC=2)\C2C=CC=CC=2)[CH:31]=[CH:30][C:24]=1[O:25][CH2:26][C:27]([OH:29])=[O:28].[C:59]1(P(C2C=CC=CC=2)C2C=CC=CC=2)C=CC=CC=1.N(C(OC(C)C)=O)=NC(OC(C)C)=O. (2) Given the product [CH3:11][O:10][C:5](=[O:9])[CH:6]([CH3:8])[CH2:7][NH:4][CH2:1][CH:2]=[CH2:3], predict the reactants needed to synthesize it. The reactants are: [CH2:1]([NH2:4])[CH:2]=[CH2:3].[C:5]([O:10][CH3:11])(=[O:9])[C:6]([CH3:8])=[CH2:7]. (3) Given the product [Br:1][C:2]1[CH:3]=[CH:4][C:5]([NH:10][C:11]2[C:16]([O:17][CH3:18])=[CH:15][C:14]([C:19]3[CH:24]=[CH:23][C:22]([Cl:25])=[C:21]([CH3:26])[CH:20]=3)=[C:13]([F:27])[CH:12]=2)=[C:6]([CH:7]=1)[CH:8]=[O:9], predict the reactants needed to synthesize it. The reactants are: [Br:1][C:2]1[CH:3]=[CH:4][C:5]([NH:10][C:11]2[C:16]([O:17][CH3:18])=[CH:15][C:14]([C:19]3[CH:24]=[CH:23][C:22]([Cl:25])=[C:21]([CH3:26])[CH:20]=3)=[C:13]([F:27])[CH:12]=2)=[C:6]([CH2:8][OH:9])[CH:7]=1.CC(OI1(OC(C)=O)(OC(C)=O)OC(=O)C2C=CC=CC1=2)=O. (4) Given the product [NH2:1][C:2]1[C:11]2[C:6](=[CH:7][CH:8]=[CH:9][CH:10]=2)[CH:5]=[CH:4][C:3]=1[SH:26], predict the reactants needed to synthesize it. The reactants are: [NH2:1][C:2]1[C:11]2[C:6](=[CH:7][CH:8]=[CH:9][CH:10]=2)[CH:5]=[CH:4][C:3]=1O.C(O[S:26]([O-])(=O)=O)CCCCCCCCCCC.[Na+].C(OC(=O)C)(=O)C.